Predict the reaction yield, written as a fraction of the theoretical maximum amount of product (1.0 means a 100% yield; for example, 0.34 means a 34% yield). From a dataset of Reaction yield outcomes from USPTO patents with 853,638 reactions. (1) The reactants are [Cl:1][C:2]1[N:7]=[C:6]([C:8](OC)=[O:9])[CH:5]=[C:4]([Cl:12])[N:3]=1.[F:13][C:14]1[CH:19]=[CH:18][C:17]([Mg]Br)=[CH:16][CH:15]=1.O. The catalyst is O1CCCC1.[Cl-].[Na+].O. The product is [Cl:1][C:2]1[N:7]=[C:6]([C:8]([C:17]2[CH:18]=[CH:19][C:14]([F:13])=[CH:15][CH:16]=2)=[O:9])[CH:5]=[C:4]([Cl:12])[N:3]=1. The yield is 0.860. (2) The reactants are C([Li])CCC.Br[C:7](Br)=[CH:8][C:9]1[C:17]2[C:12](=[CH:13][CH:14]=[C:15]([Cl:18])[CH:16]=2)[N:11]([CH3:19])[C:10]=1[C:20]1[CH:25]=[CH:24][C:23]([Cl:26])=[CH:22][CH:21]=1.C([C:30]([O:32][CH3:33])=[O:31])#N.O. The catalyst is O1CCCC1. The product is [Cl:18][C:15]1[CH:16]=[C:17]2[C:12](=[CH:13][CH:14]=1)[N:11]([CH3:19])[C:10]([C:20]1[CH:25]=[CH:24][C:23]([Cl:26])=[CH:22][CH:21]=1)=[C:9]2[C:8]#[C:7][C:30]([O:32][CH3:33])=[O:31]. The yield is 0.0900. (3) The reactants are [NH:1]1[C:5]2[CH:6]=[CH:7][CH:8]=[CH:9][C:4]=2[N:3]=[N:2]1.[OH-].[Na+].[Cl:12][CH2:13][CH2:14][CH2:15][CH2:16]Br. The catalyst is [Br-].C([N+](CCCC)(CCCC)CCCC)CCC.ClCCl. The product is [Cl:12][CH2:13][CH2:14][CH2:15][CH2:16][N:1]1[C:5]2[CH:6]=[CH:7][CH:8]=[CH:9][C:4]=2[N:3]=[N:2]1. The yield is 0.810. (4) The reactants are [NH2:1][C:2]1[C:11]2[C:6](=[CH:7][C:8]([F:12])=[CH:9][CH:10]=2)[C:5](C#N)=[CH:4][N:3]=1.C[Mg+].[Br-].CC[O:20][CH2:21][CH3:22].Cl.C([O-])(O)=O.[Na+]. The catalyst is C1(C)C=CC=CC=1. The product is [NH2:1][C:2]1[C:11]2[C:6](=[CH:7][C:8]([F:12])=[CH:9][CH:10]=2)[C:5]([C:21](=[O:20])[CH3:22])=[CH:4][N:3]=1. The yield is 0.240.